From a dataset of Forward reaction prediction with 1.9M reactions from USPTO patents (1976-2016). Predict the product of the given reaction. (1) Given the reactants [NH2:1][CH2:2][C@H:3]1[C@H:9]([C:10]2[CH:15]=[CH:14][C:13]([Cl:16])=[C:12]([F:17])[CH:11]=2)[O:8][CH2:7][CH2:6][N:5](C(OC(C)(C)C)=O)[CH2:4]1.[N:25]1[CH:30]=[CH:29][CH:28]=[N:27][C:26]=1[O:31][CH2:32][C:33](O)=[O:34], predict the reaction product. The product is: [ClH:16].[Cl:16][C:13]1[CH:14]=[CH:15][C:10]([C@@H:9]2[O:8][CH2:7][CH2:6][NH:5][CH2:4][C@H:3]2[CH2:2][NH:1][C:33](=[O:34])[CH2:32][O:31][C:26]2[N:27]=[CH:28][CH:29]=[CH:30][N:25]=2)=[CH:11][C:12]=1[F:17]. (2) Given the reactants [CH3:1][O:2][C:3]1[CH:4]=[CH:5][C:6]([N:11]2[C:20](=[O:21])[C:19]3[C:14](=[CH:15][C:16]([C:23](O)=[O:24])=[CH:17][C:18]=3[CH3:22])[NH:13][C:12]2=[S:26])=[N:7][C:8]=1[O:9][CH3:10].CCN(C(C)C)C(C)C.CN(C(ON1N=NC2C=CC=NC1=2)=[N+](C)C)C.F[P-](F)(F)(F)(F)F.[Cl:60][C:61]1[CH:62]=[C:63]([CH:66]=[CH:67][CH:68]=1)[CH2:64][NH2:65], predict the reaction product. The product is: [Cl:60][C:61]1[CH:62]=[C:63]([CH:66]=[CH:67][CH:68]=1)[CH2:64][NH:65][C:23]([C:16]1[CH:15]=[C:14]2[C:19]([C:20](=[O:21])[N:11]([C:6]3[CH:5]=[CH:4][C:3]([O:2][CH3:1])=[C:8]([O:9][CH3:10])[N:7]=3)[C:12](=[S:26])[NH:13]2)=[C:18]([CH3:22])[CH:17]=1)=[O:24]. (3) The product is: [OH:22][C:17]1[CH:18]=[CH:19][C:20]([C:13]2([C:1]3[CH:2]=[CH:3][C:6]([OH:23])=[C:5]([CH3:13])[CH:4]=3)[C:5]3[CH:4]=[CH:9][CH:8]=[CH:7][C:6]=3[C:11]3[C:12]2=[CH:1][CH:2]=[CH:3][CH:10]=3)=[CH:21][C:16]=1[CH3:15]. Given the reactants [C:1]1(=O)[C:13]2[C:5]([C:6]3[C:11]([CH:12]=2)=[CH:10][CH:9]=[CH:8][CH:7]=3)=[CH:4][CH:3]=[CH:2]1.[CH3:15][C:16]1[CH:21]=[CH:20][CH:19]=[CH:18][C:17]=1[OH:22].[OH-:23].[Na+], predict the reaction product. (4) Given the reactants [Br:1][C:2]1[CH:3]=[C:4]([CH:7]=[C:8]([C:10]([F:13])([F:12])[F:11])[CH:9]=1)[CH:5]=O.[CH3:14]C([O-])(C)C.[K+], predict the reaction product. The product is: [Br:1][C:2]1[CH:3]=[C:4]([CH:5]=[CH2:14])[CH:7]=[C:8]([C:10]([F:13])([F:12])[F:11])[CH:9]=1.